This data is from Full USPTO retrosynthesis dataset with 1.9M reactions from patents (1976-2016). The task is: Predict the reactants needed to synthesize the given product. (1) Given the product [F:1][C:2]1[CH:10]=[C:9]2[C:5]([C:6]([C:11]3[CH:12]=[CH:13][C:14]4[S:18](=[O:20])(=[O:19])[N:17]([CH2:21][CH2:22][OH:23])[CH:16]([CH2:25][OH:26])[C:15]=4[CH:27]=3)=[CH:7][NH:8]2)=[CH:4][CH:3]=1, predict the reactants needed to synthesize it. The reactants are: [F:1][C:2]1[CH:10]=[C:9]2[C:5]([C:6]([C:11]3[CH:12]=[CH:13][C:14]4[S:18](=[O:20])(=[O:19])[N:17]([CH2:21][C:22](O)=[O:23])[CH:16]([CH2:25][OH:26])[C:15]=4[CH:27]=3)=[CH:7][NH:8]2)=[CH:4][CH:3]=1. (2) Given the product [Cl:1][C:2]1[C:3]([O:12][C@H:14]2[CH2:18][N:17]([C:19]([O:21][C:22]([CH3:25])([CH3:24])[CH3:23])=[O:20])[C@H:16]([C:26]([O:28][CH3:29])=[O:27])[CH2:15]2)=[N:4][C:5]2[C:10]([N:11]=1)=[CH:9][CH:8]=[CH:7][CH:6]=2, predict the reactants needed to synthesize it. The reactants are: [Cl:1][C:2]1[C:3]([OH:12])=[N:4][C:5]2[C:10]([N:11]=1)=[CH:9][CH:8]=[CH:7][CH:6]=2.O[C@@H:14]1[CH2:18][N:17]([C:19]([O:21][C:22]([CH3:25])([CH3:24])[CH3:23])=[O:20])[C@H:16]([C:26]([O:28][CH3:29])=[O:27])[CH2:15]1.C1C=CC(P(C2C=CC=CC=2)C2C=CC=CC=2)=CC=1.CC(OC(/N=N/C(OC(C)C)=O)=O)C. (3) Given the product [NH2:2][CH2:1][CH2:3][C:4]1[CH:5]=[C:6]([C:9]([O:11][CH2:12][CH3:13])=[O:10])[NH:7][CH:8]=1, predict the reactants needed to synthesize it. The reactants are: [C:1]([CH2:3][C:4]1[CH:5]=[C:6]([C:9]([O:11][CH2:12][CH3:13])=[O:10])[NH:7][CH:8]=1)#[N:2].N. (4) The reactants are: [NH2:1][C:2]1[N:6](C(NC)=O)[CH:5]=[N:4][C:3]=1[C:11]([NH:13][C:14]([CH3:17])([CH3:16])[CH3:15])=[O:12].CO. Given the product [NH2:1][C:2]1[NH:6][CH:5]=[N:4][C:3]=1[C:11]([NH:13][C:14]([CH3:17])([CH3:16])[CH3:15])=[O:12], predict the reactants needed to synthesize it. (5) The reactants are: [F:1][C:2]1[CH:20]=[CH:19][C:5]([CH2:6][N:7]2[CH2:12][CH2:11][N:10]([CH2:13][C:14](OCC)=[O:15])[CH2:9][CH2:8]2)=[CH:4][CH:3]=1.[NH2:21][NH2:22]. Given the product [F:1][C:2]1[CH:20]=[CH:19][C:5]([CH2:6][N:7]2[CH2:12][CH2:11][N:10]([CH2:13][C:14]([NH:21][NH2:22])=[O:15])[CH2:9][CH2:8]2)=[CH:4][CH:3]=1, predict the reactants needed to synthesize it.